From a dataset of Reaction yield outcomes from USPTO patents with 853,638 reactions. Predict the reaction yield, written as a fraction of the theoretical maximum amount of product (1.0 means a 100% yield; for example, 0.34 means a 34% yield). The reactants are [ClH:1].Cl.C([O:10][C:11]1[CH:35]=[CH:34][C:14]2[N:15]=[C:16]([N:18]3[CH2:23][CH2:22][N:21](C=O)[CH2:20][CH:19]3[CH2:26][O:27][C:28]3[CH:29]=[N:30][CH:31]=[CH:32][CH:33]=3)[S:17][C:13]=2[CH:12]=1)C1C=CC=CC=1.Cl.O. The catalyst is CCO. The product is [ClH:1].[ClH:1].[ClH:1].[N:30]1[CH:31]=[CH:32][CH:33]=[C:28]([O:27][CH2:26][CH:19]2[CH2:20][NH:21][CH2:22][CH2:23][N:18]2[C:16]2[S:17][C:13]3[CH:12]=[C:11]([OH:10])[CH:35]=[CH:34][C:14]=3[N:15]=2)[CH:29]=1. The yield is 0.670.